This data is from Forward reaction prediction with 1.9M reactions from USPTO patents (1976-2016). The task is: Predict the product of the given reaction. (1) Given the reactants Br[C:2]1[CH:3]=[CH:4][C:5]([N:10]2[CH2:14][CH2:13][CH:12]([OH:15])[CH2:11]2)=[N:6][C:7]=1[O:8][CH3:9].[Cl:16][C:17]1[CH:25]=[C:24]2[C:20]([C:21]([C:26]([O:28][CH3:29])=[O:27])=[CH:22][NH:23]2)=[CH:19][C:18]=1B1OCC(C)(C)CO1.C(=O)([O-])[O-].[K+].[K+], predict the reaction product. The product is: [Cl:16][C:17]1[CH:25]=[C:24]2[C:20]([C:21]([C:26]([O:28][CH3:29])=[O:27])=[CH:22][NH:23]2)=[CH:19][C:18]=1[C:2]1[C:7]([O:8][CH3:9])=[N:6][C:5]([N:10]2[CH2:14][CH2:13][CH:12]([OH:15])[CH2:11]2)=[CH:4][CH:3]=1. (2) The product is: [CH:32]1[C:33]2[CH:34]([CH2:36][O:37][C:38](=[O:39])[NH:40][C@H:41]([C:42](=[O:43])[NH:1][C:2]3[CH:3]=[CH:4][C:5]([CH2:6][N:7]([CH:15]4[CH2:20][CH2:19][CH2:18][CH2:17][CH2:16]4)[C:8]([C:10]4[O:11][CH:12]=[CH:13][CH:14]=4)=[O:9])=[CH:21][CH:22]=3)[CH2:45][CH3:46])[C:35]3[C:27](=[CH:26][CH:25]=[CH:24][CH:23]=3)[C:28]=2[CH:29]=[CH:30][CH:31]=1. Given the reactants [NH2:1][C:2]1[CH:22]=[CH:21][C:5]([CH2:6][N:7]([CH:15]2[CH2:20][CH2:19][CH2:18][CH2:17][CH2:16]2)[C:8]([C:10]2[O:11][CH:12]=[CH:13][CH:14]=2)=[O:9])=[CH:4][CH:3]=1.[CH:23]1[C:35]2[CH:34]([CH2:36][O:37][C:38]([NH:40][C@@H:41]([CH2:45][CH3:46])[C:42](O)=[O:43])=[O:39])[C:33]3[C:28](=[CH:29][CH:30]=[CH:31][CH:32]=3)[C:27]=2[CH:26]=[CH:25][CH:24]=1, predict the reaction product. (3) Given the reactants [NH2:1][C:2]1[C:7](/[CH:8]=[CH:9]/[C:10](OCC)=[O:11])=[C:6]([O:15][C:16]2[CH:21]=[CH:20][C:19]([N+:22]([O-:24])=[O:23])=[CH:18][CH:17]=2)[CH:5]=[CH:4][N:3]=1.C(C1C=CC2C(=CC=CC=2)C=1)(=O)C, predict the reaction product. The product is: [N+:22]([C:19]1[CH:20]=[CH:21][C:16]([O:15][C:6]2[C:7]3[CH:8]=[CH:9][C:10](=[O:11])[NH:1][C:2]=3[N:3]=[CH:4][CH:5]=2)=[CH:17][CH:18]=1)([O-:24])=[O:23]. (4) Given the reactants [ClH:1].Cl.[NH2:3][CH:4]1[CH2:9][CH2:8][N:7]([CH2:10][C@@H:11]2[N:22]3[C:23]4[C:14](=[C:15]([F:25])[CH:16]=[N:17][C:18]=4[CH:19]=[CH:20][C:21]3=[O:24])[O:13][CH2:12]2)[CH2:6][CH2:5]1.[O:26]1[C:35]2[CH:34]=[C:33]([CH:36]=O)[N:32]=[CH:31][C:30]=2[O:29][CH2:28][CH2:27]1, predict the reaction product. The product is: [ClH:1].[ClH:1].[O:26]1[C:35]2[CH:34]=[C:33]([CH2:36][NH:3][CH:4]3[CH2:5][CH2:6][N:7]([CH2:10][C@@H:11]4[N:22]5[C:23]6[C:14](=[C:15]([F:25])[CH:16]=[N:17][C:18]=6[CH:19]=[CH:20][C:21]5=[O:24])[O:13][CH2:12]4)[CH2:8][CH2:9]3)[N:32]=[CH:31][C:30]=2[O:29][CH2:28][CH2:27]1. (5) Given the reactants [N:1]1[CH:6]=[CH:5][CH:4]=[C:3]([NH:7][C:8](=[O:22])[C@H:9]([NH:14][C:15]([O:17][C:18]([CH3:21])([CH3:20])[CH3:19])=[O:16])[CH2:10][C:11]([OH:13])=[O:12])[CH:2]=1.C(=O)([O-])O.[Na+].[CH2:28](Br)[CH3:29].O, predict the reaction product. The product is: [CH2:28]([O:12][C:11](=[O:13])[CH2:10][C@@H:9]([NH:14][C:15]([O:17][C:18]([CH3:19])([CH3:21])[CH3:20])=[O:16])[C:8]([NH:7][C:3]1[CH:2]=[N:1][CH:6]=[CH:5][CH:4]=1)=[O:22])[CH3:29]. (6) The product is: [CH3:23][N:24]([CH3:29])[S:25]([NH:22][C:18]1[CH:17]=[CH:16][CH:15]=[C:14]2[C:19]=1[CH:20]=[CH:21][C:12]([NH:11][C:10]1[C:4]3[O:3][CH:2]([CH3:1])[CH2:6][C:5]=3[CH:7]=[CH:8][CH:9]=1)=[N:13]2)(=[O:27])=[O:26]. Given the reactants [CH3:1][CH:2]1[CH2:6][C:5]2[CH:7]=[CH:8][CH:9]=[C:10]([NH:11][C:12]3[CH:21]=[CH:20][C:19]4[C:18]([NH2:22])=[CH:17][CH:16]=[CH:15][C:14]=4[N:13]=3)[C:4]=2[O:3]1.[CH3:23][N:24]([CH3:29])[S:25](Cl)(=[O:27])=[O:26], predict the reaction product. (7) Given the reactants [C:1]([O:5][C:6](=[O:13])[NH:7][CH2:8][CH2:9][N:10]=[N+:11]=[N-:12])([CH3:4])([CH3:3])[CH3:2].[C:14]([C:16]1[CH:17]=[C:18]([CH:20]=[CH:21][CH:22]=1)[NH2:19])#[CH:15], predict the reaction product. The product is: [C:1]([O:5][C:6](=[O:13])[NH:7][CH2:8][CH2:9][N:10]1[CH:15]=[C:14]([C:16]2[CH:22]=[CH:21][CH:20]=[C:18]([NH2:19])[CH:17]=2)[N:12]=[N:11]1)([CH3:4])([CH3:2])[CH3:3]. (8) Given the reactants [Br:1][C:2]1[C:3]([OH:8])=[N:4][CH:5]=[CH:6][CH:7]=1.[H-].[Na+].[CH2:11](Br)[C:12]1[CH:17]=[CH:16][CH:15]=[CH:14][CH:13]=1, predict the reaction product. The product is: [CH2:11]([O:8][C:3]1[C:2]([Br:1])=[CH:7][CH:6]=[CH:5][N:4]=1)[C:12]1[CH:17]=[CH:16][CH:15]=[CH:14][CH:13]=1. (9) Given the reactants Br[C:2]1[CH:3]=[CH:4][C:5]([N+:8]([O-:10])=[O:9])=[N:6][CH:7]=1.CC1(C)C(C)(C)OB([C:19]2[CH2:24][CH2:23][N:22]([C:25]([O:27][C:28]([CH3:31])([CH3:30])[CH3:29])=[O:26])[CH2:21][CH:20]=2)O1.O1CCOCC1.C([O-])([O-])=O.[Cs+].[Cs+], predict the reaction product. The product is: [N+:8]([C:5]1[N:6]=[CH:7][C:2]([C:19]2[CH2:24][CH2:23][N:22]([C:25]([O:27][C:28]([CH3:31])([CH3:30])[CH3:29])=[O:26])[CH2:21][CH:20]=2)=[CH:3][CH:4]=1)([O-:10])=[O:9]. (10) Given the reactants [NH2:1][C:2]1[S:3][CH:4]=[C:5]([C:7]([O:9][CH2:10][CH3:11])=[O:8])[N:6]=1.N1C=CC=CC=1.[CH2:18]([O:25][C:26](Cl)=[O:27])[C:19]1[CH:24]=[CH:23][CH:22]=[CH:21][CH:20]=1, predict the reaction product. The product is: [CH2:18]([O:25][C:26]([NH:1][C:2]1[S:3][CH:4]=[C:5]([C:7]([O:9][CH2:10][CH3:11])=[O:8])[N:6]=1)=[O:27])[C:19]1[CH:24]=[CH:23][CH:22]=[CH:21][CH:20]=1.